From a dataset of Full USPTO retrosynthesis dataset with 1.9M reactions from patents (1976-2016). Predict the reactants needed to synthesize the given product. Given the product [Br:1][C:2]1[CH:3]=[CH:4][C:5]([C@H:8]([C:19]2[CH:24]=[CH:23][CH:22]=[CH:21][C:20]=2[CH3:25])[CH2:9][C:10]([C:12]2[CH:13]=[CH:14][C:15](=[O:18])[N:16]([CH3:28])[CH:17]=2)=[O:11])=[CH:6][CH:7]=1, predict the reactants needed to synthesize it. The reactants are: [Br:1][C:2]1[CH:7]=[CH:6][C:5]([C@H:8]([C:19]2[CH:24]=[CH:23][CH:22]=[CH:21][C:20]=2[CH3:25])[CH2:9][C:10]([C:12]2[CH:13]=[CH:14][C:15](=[O:18])[NH:16][CH:17]=2)=[O:11])=[CH:4][CH:3]=1.IC.[C:28](=O)([O-])[O-].[K+].[K+].